Dataset: Reaction yield outcomes from USPTO patents with 853,638 reactions. Task: Predict the reaction yield, written as a fraction of the theoretical maximum amount of product (1.0 means a 100% yield; for example, 0.34 means a 34% yield). The reactants are [NH2:1][C:2]1[C:11]2[CH:10]=[CH:9][C:8]([F:12])=[C:7](Br)[C:6]=2[N:5]=[C:4]2[CH2:14][N:15]([CH:18]3[CH2:20][CH2:19]3)[C:16](=[O:17])[C:3]=12.[F:21][C:22]1[CH:23]=[CH:24][C:25]([O:31][CH3:32])=[C:26](B(O)O)[CH:27]=1. No catalyst specified. The product is [NH2:1][C:2]1[C:11]2[CH:10]=[CH:9][C:8]([F:12])=[C:7]([C:24]3[CH:23]=[C:22]([F:21])[CH:27]=[CH:26][C:25]=3[O:31][CH3:32])[C:6]=2[N:5]=[C:4]2[CH2:14][N:15]([CH:18]3[CH2:20][CH2:19]3)[C:16](=[O:17])[C:3]=12. The yield is 0.316.